This data is from NCI-60 drug combinations with 297,098 pairs across 59 cell lines. The task is: Regression. Given two drug SMILES strings and cell line genomic features, predict the synergy score measuring deviation from expected non-interaction effect. Cell line: LOX IMVI. Drug 2: CC1=C(C(=O)C2=C(C1=O)N3CC4C(C3(C2COC(=O)N)OC)N4)N. Synergy scores: CSS=43.1, Synergy_ZIP=0.165, Synergy_Bliss=2.31, Synergy_Loewe=-8.60, Synergy_HSA=4.72. Drug 1: CC1C(C(CC(O1)OC2CC(CC3=C2C(=C4C(=C3O)C(=O)C5=C(C4=O)C(=CC=C5)OC)O)(C(=O)CO)O)N)O.Cl.